The task is: Predict which catalyst facilitates the given reaction.. This data is from Catalyst prediction with 721,799 reactions and 888 catalyst types from USPTO. (1) Reactant: [C:1]([C:9]1[CH:10]=[N:11][C:12]([N:15]2[CH2:20][CH2:19][N:18](C(OC(C)(C)C)=O)[CH2:17][CH2:16]2)=[N:13][CH:14]=1)(=[O:8])[C:2]1[CH:7]=[CH:6][CH:5]=[CH:4][CH:3]=1.Cl.O1CCOCC1. Product: [C:2]1([C:1]([C:9]2[CH:14]=[N:13][C:12]([N:15]3[CH2:20][CH2:19][NH:18][CH2:17][CH2:16]3)=[N:11][CH:10]=2)=[O:8])[CH:3]=[CH:4][CH:5]=[CH:6][CH:7]=1. The catalyst class is: 12. (2) Product: [CH2:12]([C:4]1[C:5]2[O:9][CH:8]=[C:7]([CH3:10])[C:6]=2[CH:11]=[C:2]([CH:21]=[O:22])[CH:3]=1)[CH3:13]. Reactant: Br[C:2]1[CH:3]=[C:4]([CH2:12][CH3:13])[C:5]2[O:9][CH:8]=[C:7]([CH3:10])[C:6]=2[CH:11]=1.C([Li])(CC)C.CN(C)[CH:21]=[O:22]. The catalyst class is: 1. (3) Reactant: [F:1][C:2]1[CH:7]=[C:6]([F:8])[C:5]([C:9]2[CH:10]=[N:11][CH:12]=[N:13][CH:14]=2)=[CH:4][C:3]=1[C:15]12[CH2:24][CH2:23][O:22][CH2:21][CH:20]1[CH2:19][S:18][C:17]([NH:25]C(=O)OC(C)(C)C)=[N:16]2.C(O)(C(F)(F)F)=O.C(Cl)[Cl:41]. Product: [ClH:41].[ClH:41].[F:1][C:2]1[CH:7]=[C:6]([F:8])[C:5]([C:9]2[CH:10]=[N:11][CH:12]=[N:13][CH:14]=2)=[CH:4][C:3]=1[C@:15]12[CH2:24][CH2:23][O:22][CH2:21][CH:20]1[CH2:19][S:18][C:17]([NH2:25])=[N:16]2. The catalyst class is: 801. (4) Reactant: C(N(CC)CC)C.[C:8](Cl)(=[O:13])[CH2:9][CH:10]([CH3:12])[CH3:11].[CH2:15]([O:22][C:23]1[C:24]([CH3:32])=[C:25]([CH3:31])[C:26]([NH2:30])=[N:27][C:28]=1[CH3:29])[C:16]1[CH:21]=[CH:20][CH:19]=[CH:18][CH:17]=1. Product: [CH2:15]([O:22][C:23]1[C:24]([CH3:32])=[C:25]([CH3:31])[C:26]([NH:30][C:8](=[O:13])[CH2:9][CH:10]([CH3:12])[CH3:11])=[N:27][C:28]=1[CH3:29])[C:16]1[CH:17]=[CH:18][CH:19]=[CH:20][CH:21]=1. The catalyst class is: 2. (5) Reactant: [Cl:1][C:2]1[CH:7]=[CH:6][C:5]([CH:8]([C:13]2[C:21]3[C:16](=[C:17]([CH2:23][S:24][CH3:25])[CH:18]=[C:19]([F:22])[CH:20]=3)[NH:15][CH:14]=2)[CH2:9][CH2:10][C:11]#[N:12])=[C:4]([F:26])[CH:3]=1.ClCCl.ClC1C=CC=C(C(OO)=[O:38])C=1. Product: [Cl:1][C:2]1[CH:7]=[CH:6][C:5]([CH:8]([C:13]2[C:21]3[C:16](=[C:17]([CH2:23][S:24]([CH3:25])=[O:38])[CH:18]=[C:19]([F:22])[CH:20]=3)[NH:15][CH:14]=2)[CH2:9][CH2:10][C:11]#[N:12])=[C:4]([F:26])[CH:3]=1. The catalyst class is: 5. (6) Reactant: Cl.Cl[C:3]1[N:8]=[CH:7][N:6]=[C:5]([N:9]2[C:13](=[O:14])[C:12]([N:15]3[CH:19]=[CH:18][N:17]=[CH:16]3)=[CH:11][NH:10]2)[CH:4]=1.Cl.[F:21][C:22]1([F:28])[CH2:27][CH2:26][NH:25][CH2:24][CH2:23]1.C(N(C(C)C)C(C)C)C. Product: [F:21][C:22]1([F:28])[CH2:27][CH2:26][N:25]([C:3]2[N:8]=[CH:7][N:6]=[C:5]([N:9]3[C:13](=[O:14])[C:12]([N:15]4[CH:19]=[CH:18][N:17]=[CH:16]4)=[CH:11][NH:10]3)[CH:4]=2)[CH2:24][CH2:23]1. The catalyst class is: 7.